From a dataset of Catalyst prediction with 721,799 reactions and 888 catalyst types from USPTO. Predict which catalyst facilitates the given reaction. (1) Reactant: [Si:1]([O:8]S(C(F)(F)F)(=O)=O)([C:4]([CH3:7])([CH3:6])[CH3:5])([CH3:3])[CH3:2].[Br:16][C:17]1[CH:22]=[CH:21][C:20]([C:23]2(O)[CH2:26][CH2:25][CH2:24]2)=[CH:19][CH:18]=1.C(N(CC)CC)C.C([O-])(O)=O.[Na+]. Product: [Br:16][C:17]1[CH:22]=[CH:21][C:20]([C:23]2([O:8][Si:1]([C:4]([CH3:7])([CH3:6])[CH3:5])([CH3:3])[CH3:2])[CH2:26][CH2:25][CH2:24]2)=[CH:19][CH:18]=1. The catalyst class is: 4. (2) Product: [S:12]([OH:16])([OH:15])(=[O:14])=[O:13].[CH3:1][NH:2][C@H:3]([C:9]([OH:11])=[O:10])[CH2:4][CH2:5][C:6]([OH:8])=[O:7]. The catalyst class is: 6. Reactant: [CH3:1][NH:2][C@H:3]([C:9]([OH:11])=[O:10])[CH2:4][CH2:5][C:6]([OH:8])=[O:7].[S:12](=[O:16])(=[O:15])([OH:14])[OH:13]. (3) Reactant: [C:1]([C:3]1[C:8]2[S:9][CH:10]=[CH:11][C:7]=2[C:6]([NH:12][C@H:13]([C@H:26]([OH:28])[CH3:27])[C:14]([NH:16][NH:17][C:18](=O)[C:19]2[CH:24]=[CH:23][CH:22]=[CH:21][CH:20]=2)=[O:15])=[CH:5][CH:4]=1)#[N:2].CCN(P1(N(C)CCCN1C)=NC(C)(C)C)CC.CO. Product: [OH:28][C@H:26]([CH3:27])[C@@H:13]([NH:12][C:6]1[C:7]2[CH:11]=[CH:10][S:9][C:8]=2[C:3]([C:1]#[N:2])=[CH:4][CH:5]=1)[C:14]1[O:15][C:18]([C:19]2[CH:20]=[CH:21][CH:22]=[CH:23][CH:24]=2)=[N:17][N:16]=1. The catalyst class is: 1. (4) Reactant: [N+:1]([C:4]1[CH:9]=[CH:8][C:7]([CH2:10][S:11]([N:14]2[CH2:18][CH2:17][CH2:16][CH2:15]2)(=[O:13])=[O:12])=[CH:6][CH:5]=1)([O-])=O.[N+](C1C=C(CC(Cl)=O)C=CC=1)([O-])=O.N1CCCC1. Product: [N:14]1([S:11]([CH2:10][C:7]2[CH:8]=[CH:9][C:4]([NH2:1])=[CH:5][CH:6]=2)(=[O:13])=[O:12])[CH2:15][CH2:16][CH2:17][CH2:18]1. The catalyst class is: 22. (5) Reactant: C([O-])(=O)C.[Na+].[NH:6]1[CH2:11][CH2:10][CH:9]([N:12]2[CH2:21][C:20]3[C:15](=[CH:16][CH:17]=[CH:18][CH:19]=3)[NH:14][C:13]2=[O:22])[CH2:8][CH2:7]1.[Br:23]Br. Product: [BrH:23].[Br:23][C:18]1[CH:19]=[C:20]2[C:15](=[CH:16][CH:17]=1)[NH:14][C:13](=[O:22])[N:12]([CH:9]1[CH2:8][CH2:7][NH:6][CH2:11][CH2:10]1)[CH2:21]2. The catalyst class is: 86. (6) Reactant: NC1C=CN=CC=1.[O:8]1[C@@H:10]([CH2:11][CH2:12][CH2:13][CH3:14])[CH2:9]1.[C]=O.[H][H].[C:19]([O:22][CH2:23][CH3:24])(=[O:21])C. Product: [CH2:23]([O:22][C:19](=[O:21])[CH2:9][C@@H:10]([OH:8])[CH2:11][CH2:12][CH2:13][CH3:14])[CH3:24]. The catalyst class is: 8. (7) Reactant: CN(C)CN(C)C.[C:8](OC(=O)C)(=O)C.[F:15][C:16]1[CH:21]=[CH:20][C:19]([S:22]([CH2:25][C:26]2[CH:31]=[CH:30][C:29]([C:32]([F:41])([C:37]([F:40])([F:39])[F:38])[C:33]([F:36])([F:35])[F:34])=[CH:28][CH:27]=2)(=[O:24])=[O:23])=[CH:18][C:17]=1[CH3:42]. Product: [F:15][C:16]1[CH:21]=[CH:20][C:19]([S:22]([C:25]([C:26]2[CH:31]=[CH:30][C:29]([C:32]([F:41])([C:33]([F:35])([F:36])[F:34])[C:37]([F:38])([F:39])[F:40])=[CH:28][CH:27]=2)=[CH2:8])(=[O:23])=[O:24])=[CH:18][C:17]=1[CH3:42]. The catalyst class is: 42.